From a dataset of Catalyst prediction with 721,799 reactions and 888 catalyst types from USPTO. Predict which catalyst facilitates the given reaction. (1) Reactant: [CH3:1][N:2]1[CH:6]=[C:5]([C:7]2[N:12]=[C:11]3[N:13]([CH2:16][CH:17]4[CH2:22][CH2:21][CH2:20][NH:19][CH2:18]4)[N:14]=[N:15][C:10]3=[N:9][CH:8]=2)[CH:4]=[N:3]1.[Br:23][C:24]1[CH:25]=[N:26][C:27](Cl)=[N:28][CH:29]=1.CCN(C(C)C)C(C)C. Product: [Br:23][C:24]1[CH:25]=[N:26][C:27]([N:19]2[CH2:20][CH2:21][CH2:22][CH:17]([CH2:16][N:13]3[C:11]4=[N:12][C:7]([C:5]5[CH:4]=[N:3][N:2]([CH3:1])[CH:6]=5)=[CH:8][N:9]=[C:10]4[N:15]=[N:14]3)[CH2:18]2)=[N:28][CH:29]=1. The catalyst class is: 14. (2) Reactant: [Si:1]([O:8][CH2:9][CH2:10][C@H:11]([NH:25][C:26]([N:28]([CH2:30][CH2:31][CH2:32][CH2:33]C=C)[CH3:29])=[O:27])[C:12]([NH:14][C@:15]1([C:20]([O:22][CH2:23][CH3:24])=[O:21])[CH2:17][C@H:16]1[CH:18]=[CH2:19])=[O:13])([C:4]([CH3:7])([CH3:6])[CH3:5])([CH3:3])[CH3:2]. Product: [Si:1]([O:8][CH2:9][CH2:10][C@@H:11]1[NH:25][C:26](=[O:27])[N:28]([CH3:29])[CH2:30][CH2:31][CH2:32][CH2:33][CH:19]=[CH:18][C@H:16]2[C@@:15]([C:20]([O:22][CH2:23][CH3:24])=[O:21])([CH2:17]2)[NH:14][C:12]1=[O:13])([C:4]([CH3:5])([CH3:7])[CH3:6])([CH3:3])[CH3:2]. The catalyst class is: 2.